Regression. Given two drug SMILES strings and cell line genomic features, predict the synergy score measuring deviation from expected non-interaction effect. From a dataset of NCI-60 drug combinations with 297,098 pairs across 59 cell lines. (1) Drug 1: CN1CCC(CC1)COC2=C(C=C3C(=C2)N=CN=C3NC4=C(C=C(C=C4)Br)F)OC. Drug 2: B(C(CC(C)C)NC(=O)C(CC1=CC=CC=C1)NC(=O)C2=NC=CN=C2)(O)O. Cell line: UACC62. Synergy scores: CSS=4.46, Synergy_ZIP=-2.41, Synergy_Bliss=0.0562, Synergy_Loewe=-1.08, Synergy_HSA=-0.873. (2) Drug 1: CC(CN1CC(=O)NC(=O)C1)N2CC(=O)NC(=O)C2. Drug 2: C1=CC=C(C=C1)NC(=O)CCCCCCC(=O)NO. Cell line: MDA-MB-435. Synergy scores: CSS=20.3, Synergy_ZIP=-2.04, Synergy_Bliss=3.68, Synergy_Loewe=-2.69, Synergy_HSA=3.48. (3) Drug 1: COC1=CC(=CC(=C1O)OC)C2C3C(COC3=O)C(C4=CC5=C(C=C24)OCO5)OC6C(C(C7C(O6)COC(O7)C8=CC=CS8)O)O. Drug 2: CCC1(CC2CC(C3=C(CCN(C2)C1)C4=CC=CC=C4N3)(C5=C(C=C6C(=C5)C78CCN9C7C(C=CC9)(C(C(C8N6C)(C(=O)OC)O)OC(=O)C)CC)OC)C(=O)OC)O.OS(=O)(=O)O. Cell line: CAKI-1. Synergy scores: CSS=65.7, Synergy_ZIP=-0.868, Synergy_Bliss=-1.38, Synergy_Loewe=1.25, Synergy_HSA=5.68. (4) Drug 1: CC1=C(C(CCC1)(C)C)C=CC(=CC=CC(=CC(=O)O)C)C. Drug 2: CC12CCC3C(C1CCC2O)C(CC4=C3C=CC(=C4)O)CCCCCCCCCS(=O)CCCC(C(F)(F)F)(F)F. Cell line: RXF 393. Synergy scores: CSS=6.08, Synergy_ZIP=7.93, Synergy_Bliss=9.05, Synergy_Loewe=3.05, Synergy_HSA=3.51.